This data is from NCI-60 drug combinations with 297,098 pairs across 59 cell lines. The task is: Regression. Given two drug SMILES strings and cell line genomic features, predict the synergy score measuring deviation from expected non-interaction effect. (1) Drug 1: CC1=CC2C(CCC3(C2CCC3(C(=O)C)OC(=O)C)C)C4(C1=CC(=O)CC4)C. Drug 2: CC1CCC2CC(C(=CC=CC=CC(CC(C(=O)C(C(C(=CC(C(=O)CC(OC(=O)C3CCCCN3C(=O)C(=O)C1(O2)O)C(C)CC4CCC(C(C4)OC)O)C)C)O)OC)C)C)C)OC. Cell line: NCI-H322M. Synergy scores: CSS=6.71, Synergy_ZIP=-2.01, Synergy_Bliss=-2.67, Synergy_Loewe=-56.4, Synergy_HSA=-6.55. (2) Drug 1: CS(=O)(=O)C1=CC(=C(C=C1)C(=O)NC2=CC(=C(C=C2)Cl)C3=CC=CC=N3)Cl. Drug 2: COCCOC1=C(C=C2C(=C1)C(=NC=N2)NC3=CC=CC(=C3)C#C)OCCOC.Cl. Cell line: SR. Synergy scores: CSS=36.6, Synergy_ZIP=19.1, Synergy_Bliss=18.3, Synergy_Loewe=18.9, Synergy_HSA=18.6. (3) Drug 1: CC(CN1CC(=O)NC(=O)C1)N2CC(=O)NC(=O)C2. Drug 2: CC12CCC3C(C1CCC2OP(=O)(O)O)CCC4=C3C=CC(=C4)OC(=O)N(CCCl)CCCl.[Na+]. Cell line: MALME-3M. Synergy scores: CSS=11.5, Synergy_ZIP=-5.15, Synergy_Bliss=-5.10, Synergy_Loewe=-5.96, Synergy_HSA=-5.27.